From a dataset of Forward reaction prediction with 1.9M reactions from USPTO patents (1976-2016). Predict the product of the given reaction. Given the reactants [H-].[Na+].Cl[CH2:4][CH2:5][S:6](Cl)(=[O:8])=[O:7].[F:10][C:11]([F:33])([F:32])[C:12]1[CH:31]=[CH:30][C:15]([O:16][C:17]2[CH:22]=[CH:21][C:20]([C:23]3[C:24]([NH2:29])=[N:25][CH:26]=[CH:27][CH:28]=3)=[CH:19][CH:18]=2)=[CH:14][CH:13]=1, predict the reaction product. The product is: [F:33][C:11]([F:10])([F:32])[C:12]1[CH:13]=[CH:14][C:15]([O:16][C:17]2[CH:18]=[CH:19][C:20]([C:23]3[C:24]4=[N:29][S:6](=[O:8])(=[O:7])[CH2:5][CH2:4][N:25]4[CH:26]=[CH:27][CH:28]=3)=[CH:21][CH:22]=2)=[CH:30][CH:31]=1.